The task is: Predict the product of the given reaction.. This data is from Forward reaction prediction with 1.9M reactions from USPTO patents (1976-2016). (1) Given the reactants [CH3:1][S:2]([C:5]1[CH:10]=[CH:9][C:8]([C:11]2[CH:16]=[CH:15][CH:14]=[C:13]([CH:17]([C:28]3[CH:33]=[CH:32][CH:31]=[CH:30][C:29]=3[CH3:34])[CH2:18][C:19]([C:21]3[CH:26]=[CH:25][N:24]=[C:23]([CH3:27])[CH:22]=3)=O)[CH:12]=2)=[CH:7][CH:6]=1)(=[O:4])=[O:3].Cl.[NH2:36][OH:37].C([O-])(O)=O.[Na+], predict the reaction product. The product is: [CH3:1][S:2]([C:5]1[CH:10]=[CH:9][C:8]([C:11]2[CH:16]=[CH:15][CH:14]=[C:13]([CH:17]([C:28]3[CH:33]=[CH:32][CH:31]=[CH:30][C:29]=3[CH3:34])[CH2:18][C:19]([C:21]3[CH:26]=[CH:25][N:24]=[C:23]([CH3:27])[CH:22]=3)=[N:36][OH:37])[CH:12]=2)=[CH:7][CH:6]=1)(=[O:4])=[O:3]. (2) Given the reactants [CH3:1][O:2][C:3]1[CH:20]=[C:19]([O:21][CH3:22])[CH:18]=[CH:17][C:4]=1[CH2:5][N:6]1[CH:14]2[CH:9]([CH2:10][CH2:11][C:12](=O)[CH2:13]2)[CH2:8][C:7]1=[O:16].[H][H].[NH3:25], predict the reaction product. The product is: [NH2:25][CH:12]1[CH2:13][CH:14]2[CH:9]([CH2:8][C:7](=[O:16])[N:6]2[CH2:5][C:4]2[CH:17]=[CH:18][C:19]([O:21][CH3:22])=[CH:20][C:3]=2[O:2][CH3:1])[CH2:10][CH2:11]1. (3) Given the reactants [Cl:1][C:2]1[CH:3]=[C:4](Br)[C:5]2[N:6]([CH:8]=[CH:9][N:10]=2)[CH:7]=1.[CH3:12][N:13]1[CH2:18][CH2:17][N:16]([C:19]2[CH:20]=[CH:21][C:22]([NH2:25])=[N:23][CH:24]=2)[CH2:15][CH2:14]1.CC1(C)C2C(=C(P(C3C=CC=CC=3)C3C=CC=CC=3)C=CC=2)OC2C(P(C3C=CC=CC=3)C3C=CC=CC=3)=CC=CC1=2.C([O-])([O-])=O.[Cs+].[Cs+], predict the reaction product. The product is: [Cl:1][C:2]1[CH:3]=[C:4]([NH:25][C:22]2[CH:21]=[CH:20][C:19]([N:16]3[CH2:17][CH2:18][N:13]([CH3:12])[CH2:14][CH2:15]3)=[CH:24][N:23]=2)[C:5]2[N:6]([CH:8]=[CH:9][N:10]=2)[CH:7]=1. (4) Given the reactants C(O[C:6]([NH:8][C@H:9]([CH:13]1[CH2:21][C:20]2[C:15](=[CH:16][CH:17]=[CH:18][CH:19]=2)[CH2:14]1)[C:10]([OH:12])=O)=[O:7])(C)(C)C.CN1CCOCC1.C(OC(Cl)=O)(C)C.[F:36][C:37]1[CH:42]=[C:41]([F:43])[CH:40]=[CH:39][C:38]=1[CH:44]([NH:50][C@H:51](C(O)=O)[CH2:52][CH:53]([CH3:55])[CH3:54])[C:45]([N:47]([CH3:49])[CH3:48])=[O:46], predict the reaction product. The product is: [F:36][C:37]1[CH:42]=[C:41]([F:43])[CH:40]=[CH:39][C:38]=1[C@@H:44]([N:50]1[C@H:51]([CH2:52][CH:53]([CH3:55])[CH3:54])[C:6](=[O:7])[NH:8][C@H:9]([CH:13]2[CH2:14][C:15]3[C:20](=[CH:19][CH:18]=[CH:17][CH:16]=3)[CH2:21]2)[C:10]1=[O:12])[C:45]([N:47]([CH3:48])[CH3:49])=[O:46]. (5) The product is: [CH3:30][NH:31][C:26]([C:22]1[CH:21]=[C:20]2[C:25](=[CH:24][CH:23]=1)[N:17]([CH:14]1[CH2:15][CH2:16][N:11]([C:9]([O:8][CH2:1][C:2]3[CH:7]=[CH:6][CH:5]=[CH:4][CH:3]=3)=[O:10])[CH2:12][CH2:13]1)[C:18](=[O:29])[CH2:19]2)=[O:27]. Given the reactants [CH2:1]([O:8][C:9]([N:11]1[CH2:16][CH2:15][CH:14]([N:17]2[C:25]3[C:20](=[CH:21][C:22]([C:26](O)=[O:27])=[CH:23][CH:24]=3)[CH2:19][C:18]2=[O:29])[CH2:13][CH2:12]1)=[O:10])[C:2]1[CH:7]=[CH:6][CH:5]=[CH:4][CH:3]=1.[CH3:30][NH2:31].O1CCCC1.Cl, predict the reaction product. (6) Given the reactants [P:1]([OH:13])([O:8][C:9]([CH3:12])([CH3:11])[CH3:10])([O:3][C:4]([CH3:7])([CH3:6])[CH3:5])=[O:2].C([O-])(O)=O.[Na+].S(Cl)(O[CH2:23][Cl:24])(=O)=O, predict the reaction product. The product is: [P:1]([O:13][CH2:23][Cl:24])([O:3][C:4]([CH3:6])([CH3:7])[CH3:5])([O:8][C:9]([CH3:12])([CH3:11])[CH3:10])=[O:2]. (7) Given the reactants [Br:1][C:2]1[CH:7]=[CH:6][C:5]([SH:8])=[CH:4][CH:3]=1.Cl[C:10]([CH2:12]Cl)=[CH2:11].C(=O)([O-])[O-].[K+].[K+], predict the reaction product. The product is: [Br:1][C:2]1[CH:7]=[CH:6][C:5]2[S:8][C:10]([CH3:12])=[CH:11][C:4]=2[CH:3]=1.